Regression. Given a peptide amino acid sequence and an MHC pseudo amino acid sequence, predict their binding affinity value. This is MHC class II binding data. From a dataset of Peptide-MHC class II binding affinity with 134,281 pairs from IEDB. (1) The peptide sequence is HGRQIRMAKLLGRDP. The MHC is DRB3_0101 with pseudo-sequence DRB3_0101. The binding affinity (normalized) is 0.337. (2) The peptide sequence is NEWITDFAGKTVWFV. The MHC is DRB1_0701 with pseudo-sequence DRB1_0701. The binding affinity (normalized) is 0.251. (3) The peptide sequence is IGAGLIFPRFEQLLE. The MHC is HLA-DQA10301-DQB10302 with pseudo-sequence HLA-DQA10301-DQB10302. The binding affinity (normalized) is 0.515. (4) The peptide sequence is MMTGRMGERQLQKIE. The MHC is HLA-DQA10102-DQB10501 with pseudo-sequence HLA-DQA10102-DQB10501. The binding affinity (normalized) is 0. (5) The peptide sequence is IVQINGRHFDLRAQG. The MHC is DRB1_0401 with pseudo-sequence DRB1_0401. The binding affinity (normalized) is 0.437. (6) The peptide sequence is LGASQRGVGVAQGGV. The MHC is DRB3_0301 with pseudo-sequence DRB3_0301. The binding affinity (normalized) is 0.220.